From a dataset of Catalyst prediction with 721,799 reactions and 888 catalyst types from USPTO. Predict which catalyst facilitates the given reaction. (1) Reactant: [CH2:1]([Li])CCC.[F:6][C:7]1[CH:12]=[C:11]([F:13])[CH:10]=[CH:9][C:8]=1[C:14]1([C:17](=O)[C:18]2[CH:23]=[CH:22][C:21]([I:24])=[CH:20][CH:19]=2)[CH2:16][O:15]1.[Cl-].[NH4+]. Product: [F:6][C:7]1[CH:12]=[C:11]([F:13])[CH:10]=[CH:9][C:8]=1[C:14]1([C:17]([C:18]2[CH:23]=[CH:22][C:21]([I:24])=[CH:20][CH:19]=2)=[CH2:1])[CH2:16][O:15]1. The catalyst class is: 307. (2) Reactant: [CH3:1][C:2](=[CH:4][CH2:5][CH2:6]/[C:7](=[CH:9]/[CH2:10]O)/[CH3:8])[CH3:3].P(Br)(Br)[Br:13]. Product: [CH2:10]([Br:13])/[CH:9]=[C:7](/[CH2:6][CH2:5][CH:4]=[C:2]([CH3:3])[CH3:1])\[CH3:8]. The catalyst class is: 116. (3) Reactant: [N+](=[CH2:3])=[N-].[CH:4](=[C:11]1[NH:15][C:14](=[O:16])[C:13]([N:17]=[O:18])=[C:12]1[OH:19])[C:5]1[CH:10]=[CH:9][CH:8]=[CH:7][CH:6]=1. Product: [CH:4](=[C:11]1[NH:15][C:14](=[O:16])[C:13]([N:17]=[O:18])=[C:12]1[O:19][CH3:3])[C:5]1[CH:6]=[CH:7][CH:8]=[CH:9][CH:10]=1. The catalyst class is: 5. (4) Reactant: C(=O)([O-])[O-].[Cs+].[Cs+].[NH2:7][C:8]1[CH:9]=[CH:10][C:11]2[N:15]=[C:14]([N:16]3[CH2:20][CH:19]4[CH2:21][N:22]([C:24]([O:26][C:27]([CH3:30])([CH3:29])[CH3:28])=[O:25])[CH2:23][CH:18]4[CH2:17]3)[N:13]([CH2:31][CH:32]=[C:33]([CH3:35])[CH3:34])[C:12]=2[CH:36]=1.[C:37](Cl)(=[O:44])[C:38]1[CH:43]=[CH:42][CH:41]=[CH:40][CH:39]=1. Product: [C:37]([NH:7][C:8]1[CH:9]=[CH:10][C:11]2[N:15]=[C:14]([N:16]3[CH2:17][CH:18]4[CH2:23][N:22]([C:24]([O:26][C:27]([CH3:29])([CH3:30])[CH3:28])=[O:25])[CH2:21][CH:19]4[CH2:20]3)[N:13]([CH2:31][CH:32]=[C:33]([CH3:35])[CH3:34])[C:12]=2[CH:36]=1)(=[O:44])[C:38]1[CH:43]=[CH:42][CH:41]=[CH:40][CH:39]=1. The catalyst class is: 9. (5) The catalyst class is: 10. Reactant: [C:1]([C:4]1[C:22](=[O:23])[C@@:8]2([CH3:24])[C:9]3[C:15]([OH:16])=[CH:14][C:13]([O:17][CH3:18])=[C:12]([C:19]([NH2:21])=[O:20])[C:10]=3[O:11][C:7]2=[CH:6][C:5]=1[OH:25])(=[O:3])[CH3:2].[Cl:26][C:27]1[CH:32]=[C:31]([Cl:33])[CH:30]=[CH:29][C:28]=1[S:34]([NH:37][C:38]1[CH:45]=[C:44]([CH3:46])[C:41]([CH:42]=O)=[C:40]([CH3:47])[CH:39]=1)(=[O:36])=[O:35].C([SiH](CC)CC)C.FC(F)(F)C(O)=O. Product: [C:1]([C:4]1[C:22](=[O:23])[C@@:8]2([CH3:24])[C:9]3[C:15]([OH:16])=[CH:14][C:13]([O:17][CH3:18])=[C:12]([C:19]([NH:21][CH2:42][C:41]4[C:44]([CH3:46])=[CH:45][C:38]([NH:37][S:34]([C:28]5[CH:29]=[CH:30][C:31]([Cl:33])=[CH:32][C:27]=5[Cl:26])(=[O:36])=[O:35])=[CH:39][C:40]=4[CH3:47])=[O:20])[C:10]=3[O:11][C:7]2=[CH:6][C:5]=1[OH:25])(=[O:3])[CH3:2]. (6) Reactant: [NH2:1][C:2]1[N:7]=[C:6]([C:8]2[O:9][CH:10]=[CH:11][CH:12]=2)[C:5]([C:13]#[N:14])=[C:4](S(C)=O)[N:3]=1.[CH3:18][O:19][C:20]1[CH:27]=[CH:26][CH:25]=[CH:24][C:21]=1[CH2:22][NH2:23]. Product: [NH2:1][C:2]1[N:7]=[C:6]([C:8]2[O:9][CH:10]=[CH:11][CH:12]=2)[C:5]([C:13]#[N:14])=[C:4]([NH:23][CH2:22][C:21]2[CH:24]=[CH:25][CH:26]=[CH:27][C:20]=2[O:19][CH3:18])[N:3]=1. The catalyst class is: 57.